The task is: Predict the reaction yield, written as a fraction of the theoretical maximum amount of product (1.0 means a 100% yield; for example, 0.34 means a 34% yield).. This data is from Reaction yield outcomes from USPTO patents with 853,638 reactions. (1) The reactants are ClCCl.C([O-])(=O)C.[K+].[B:18]1([B:18]2[O:22][C:21]([CH3:24])([CH3:23])[C:20]([CH3:26])([CH3:25])[O:19]2)[O:22][C:21]([CH3:24])([CH3:23])[C:20]([CH3:26])([CH3:25])[O:19]1.Br[C:28]1[CH:29]=[CH:30][C:31]2[NH:36][CH2:35][CH:34]([CH3:37])[O:33][C:32]=2[CH:38]=1. The yield is 0.700. The catalyst is O1CCOCC1. The product is [CH3:37][CH:34]1[O:33][C:32]2[CH:38]=[C:28]([B:18]3[O:19][C:20]([CH3:25])([CH3:26])[C:21]([CH3:23])([CH3:24])[O:22]3)[CH:29]=[CH:30][C:31]=2[NH:36][CH2:35]1. (2) The reactants are [Br:1][C:2]1[CH:3]=[CH:4][C:5]([O:16][CH2:17][C:18]2[CH:23]=[CH:22][C:21]([N+:24]([O-:26])=[O:25])=[CH:20][CH:19]=2)=[C:6]([C:8]2(Cl)[NH:13][C:12]([NH2:14])=[N:11][CH:10]=[CH:9]2)[CH:7]=1.[Cl:27][C:28]1[CH:33]=[CH:32][C:31]([NH2:34])=[CH:30][CH:29]=1. No catalyst specified. The product is [Br:1][C:2]1[CH:3]=[CH:4][C:5]([O:16][CH2:17][C:18]2[CH:23]=[CH:22][C:21]([N+:24]([O-:26])=[O:25])=[CH:20][CH:19]=2)=[C:6]([C:8]2[N:13]=[C:12]([NH2:14])[N:11]=[C:10]([NH:34][C:31]3[CH:32]=[CH:33][C:28]([Cl:27])=[CH:29][CH:30]=3)[CH:9]=2)[CH:7]=1. The yield is 0.820. (3) The reactants are CS(C)=O.[CH3:5][C:6]1[CH:7]=[CH:8][C:9]([O:12][CH2:13][C:14]2[CH:19]=[CH:18][C:17](/[CH:20]=[CH:21]/[N+:22]([O-:24])=[O:23])=[CH:16][CH:15]=2)=[N:10][CH:11]=1.C(O)(=O)C.[BH4-].[Na+]. The catalyst is O. The product is [CH3:5][C:6]1[CH:7]=[CH:8][C:9]([O:12][CH2:13][C:14]2[CH:19]=[CH:18][C:17]([CH2:20][CH2:21][N+:22]([O-:24])=[O:23])=[CH:16][CH:15]=2)=[N:10][CH:11]=1. The yield is 0.543. (4) The reactants are [F:1][C:2]1[CH:7]=[C:6]([F:8])[CH:5]=[CH:4][C:3]=1[C:9]1[C:10]2[N:11]([CH:24]=[C:25]([C:27](OCC)=[O:28])[N:26]=2)[CH:12]=[C:13]([C:15]2[S:19][C:18]([CH2:20][CH:21]([CH3:23])[CH3:22])=[N:17][CH:16]=2)[CH:14]=1.[H-].[Al+3].[Li+].[H-].[H-].[H-].[OH-].[Na+].O. The catalyst is C1COCC1. The product is [F:1][C:2]1[CH:7]=[C:6]([F:8])[CH:5]=[CH:4][C:3]=1[C:9]1[C:10]2[N:11]([CH:24]=[C:25]([CH2:27][OH:28])[N:26]=2)[CH:12]=[C:13]([C:15]2[S:19][C:18]([CH2:20][CH:21]([CH3:22])[CH3:23])=[N:17][CH:16]=2)[CH:14]=1. The yield is 0.0900. (5) The reactants are [CH3:1][N:2]1[C:10]2[CH2:9][CH2:8][CH2:7][C:6](=[O:11])[C:5]=2[CH:4]=[N:3]1.[Li]CCCC.[Cl:17][C:18]1[C:19]2[N:20]([CH:24]=[N:25][CH:26]=2)[CH:21]=[CH:22][N:23]=1. The catalyst is C1COCC1.O. The product is [Cl:17][C:18]1[C:19]2[N:20]([C:24]([C:6]3([OH:11])[CH2:7][CH2:8][CH2:9][C:10]4[N:2]([CH3:1])[N:3]=[CH:4][C:5]3=4)=[N:25][CH:26]=2)[CH:21]=[CH:22][N:23]=1. The yield is 0.700.